Predict the reactants needed to synthesize the given product. From a dataset of Full USPTO retrosynthesis dataset with 1.9M reactions from patents (1976-2016). (1) Given the product [F:1][C:2]1[CH:3]=[CH:4][C:5]([O:27][CH3:28])=[C:6]([C:8]([CH3:26])([CH3:25])[CH2:9][C:10]([OH:24])([C:20]([F:23])([F:22])[F:21])[CH2:11][C:12]2[CH:19]=[CH:18][C:15]([CH:16]=[O:38])=[CH:14][CH:13]=2)[CH:7]=1, predict the reactants needed to synthesize it. The reactants are: [F:1][C:2]1[CH:3]=[CH:4][C:5]([O:27][CH3:28])=[C:6]([C:8]([CH3:26])([CH3:25])[CH2:9][C:10]([OH:24])([C:20]([F:23])([F:22])[F:21])[CH2:11][C:12]2[CH:19]=[CH:18][C:15]([C:16]#N)=[CH:14][CH:13]=2)[CH:7]=1.[H-].[Al+3].[Li+].[H-].[H-].[H-].C1C[O:38]CC1. (2) Given the product [CH3:1][C@@H:2]([C@@H:9]1[C@@:13]2([CH3:31])[CH2:14][CH2:15][C@@H:16]3[C@@:21]4([CH3:30])[CH2:22][CH2:23][C@H:24]([O:26][C:27]([NH:36][CH2:35][CH2:34][N:33]([CH3:37])[CH3:32])=[O:28])[CH2:25][C:20]4=[CH:19][CH2:18][C@H:17]3[C@@H:12]2[CH2:11][CH2:10]1)[CH2:3][CH2:4][CH2:5][CH:6]([CH3:8])[CH3:7], predict the reactants needed to synthesize it. The reactants are: [CH3:1][C@@H:2]([C@@H:9]1[C@@:13]2([CH3:31])[CH2:14][CH2:15][CH:16]3[C@@:21]4([CH3:30])[CH2:22][CH2:23][CH:24]([O:26][C:27](Cl)=[O:28])[CH2:25][C:20]4=[CH:19][CH2:18][CH:17]3[CH:12]2[CH2:11][CH2:10]1)[CH2:3][CH2:4][CH2:5][CH:6]([CH3:8])[CH3:7].[CH3:32][N:33]([CH3:37])[CH2:34][CH2:35][NH2:36].II. (3) Given the product [NH2:22][C:21]1[N:11]2[CH:12]=[C:13]([C:14]([O:16][CH3:17])=[O:15])[CH:18]=[CH:19][C:10]2=[CH:9][N:8]=1, predict the reactants needed to synthesize it. The reactants are: FC(F)(F)C(O)=O.[NH2:8][CH2:9][C:10]1[CH:19]=[CH:18][C:13]([C:14]([O:16][CH3:17])=[O:15])=[CH:12][N:11]=1.C[CH2:21][N:22](C(C)C)C(C)C.N#CBr.C(=O)([O-])O.[Na+]. (4) Given the product [F:34][C:35]([F:51])([F:52])[C:36]1[CH:37]=[CH:38][C:39]([C:42]2[C:43]([C:48]([NH:31][C:30]3[CH:29]=[CH:28][C:27]([CH2:26][CH2:25][C:23]4[N:22]=[CH:21][N:20]([C:1]([C:14]5[CH:19]=[CH:18][CH:17]=[CH:16][CH:15]=5)([C:2]5[CH:7]=[CH:6][CH:5]=[CH:4][CH:3]=5)[C:8]5[CH:9]=[CH:10][CH:11]=[CH:12][CH:13]=5)[CH:24]=4)=[CH:33][CH:32]=3)=[O:49])=[CH:44][CH:45]=[CH:46][CH:47]=2)=[CH:40][CH:41]=1, predict the reactants needed to synthesize it. The reactants are: [C:1]([N:20]1[CH:24]=[C:23]([CH2:25][CH2:26][C:27]2[CH:33]=[CH:32][C:30]([NH2:31])=[CH:29][CH:28]=2)[N:22]=[CH:21]1)([C:14]1[CH:19]=[CH:18][CH:17]=[CH:16][CH:15]=1)([C:8]1[CH:13]=[CH:12][CH:11]=[CH:10][CH:9]=1)[C:2]1[CH:7]=[CH:6][CH:5]=[CH:4][CH:3]=1.[F:34][C:35]([F:52])([F:51])[C:36]1[CH:41]=[CH:40][C:39]([C:42]2[C:43]([C:48](O)=[O:49])=[CH:44][CH:45]=[CH:46][CH:47]=2)=[CH:38][CH:37]=1.C1C=CC2N(O)N=NC=2C=1.CCN=C=NCCCN(C)C.Cl. (5) Given the product [C:34]1([P:23]([C:17]2[CH:18]=[CH:19][CH:20]=[CH:21][CH:22]=2)[C:24]2[CH:25]=[CH:26][CH:27]=[C:28]3[C:33]=2[NH:32][CH:31]([C:2]2[C:11]4[C:6](=[CH:7][CH:8]=[CH:9][CH:10]=4)[CH:5]=[CH:4][CH:3]=2)[CH:30]=[CH:29]3)[CH:35]=[CH:36][CH:37]=[CH:38][CH:39]=1, predict the reactants needed to synthesize it. The reactants are: Br[C:2]1[C:11]2[C:6](=[CH:7][CH:8]=[CH:9][CH:10]=2)[CH:5]=[CH:4][CH:3]=1.[Li]CCCC.[C:17]1([P:23]([C:34]2[CH:39]=[CH:38][CH:37]=[CH:36][CH:35]=2)[C:24]2[CH:25]=[CH:26][CH:27]=[C:28]3[C:33]=2[N:32]=[CH:31][CH:30]=[CH:29]3)[CH:22]=[CH:21][CH:20]=[CH:19][CH:18]=1.[NH4+].[Cl-]. (6) The reactants are: C([O:3][C:4](=[O:16])[CH:5]=[CH:6][C:7]1[CH:12]=[CH:11][C:10]([F:13])=[C:9]([O:14][CH3:15])[CH:8]=1)C.[OH-].[Na+].Cl. Given the product [F:13][C:10]1[CH:11]=[CH:12][C:7]([CH2:6][CH2:5][C:4]([OH:16])=[O:3])=[CH:8][C:9]=1[O:14][CH3:15], predict the reactants needed to synthesize it. (7) Given the product [CH3:1][NH:2][C:3]([N:18]1[CH2:19][CH2:20][CH2:21][CH2:22][CH:17]1[C:14]1[CH:13]=[C:12]([C:8]2[CH:9]=[CH:10][CH:11]=[C:6]([Cl:5])[CH:7]=2)[O:16][N:15]=1)=[S:4], predict the reactants needed to synthesize it. The reactants are: [CH3:1][N:2]=[C:3]=[S:4].[Cl:5][C:6]1[CH:7]=[C:8]([C:12]2[O:16][N:15]=[C:14]([CH:17]3[CH2:22][CH2:21][CH2:20][CH2:19][NH:18]3)[CH:13]=2)[CH:9]=[CH:10][CH:11]=1. (8) Given the product [F:1][C:2]1[CH:3]=[C:4]([C@H:9]2[NH:14][C:13](=[O:19])[CH2:12][CH2:11][CH2:10]2)[CH:5]=[C:6]([F:8])[CH:7]=1, predict the reactants needed to synthesize it. The reactants are: [F:1][C:2]1[CH:3]=[C:4]([C@H:9]2[N:14](CC(O)=O)[C:13](=[O:19])[C:12](CC)(CC)[CH2:11][CH2:10]2)[CH:5]=[C:6]([F:8])[CH:7]=1.C(N(CC)CC)C. (9) Given the product [C:1]([O:5][C:6](=[O:28])[NH:7][CH2:8][C@H:9]1[CH2:10][CH2:11][C@H:12]([NH:15][C:16]2[C:21]([NH2:22])=[CH:20][N:19]=[C:18]3[CH:25]=[CH:26][S:27][C:17]=23)[CH2:13][CH2:14]1)([CH3:4])([CH3:2])[CH3:3], predict the reactants needed to synthesize it. The reactants are: [C:1]([O:5][C:6](=[O:28])[NH:7][CH2:8][C@H:9]1[CH2:14][CH2:13][C@H:12]([NH:15][C:16]2[C:21]([N+:22]([O-])=O)=[CH:20][N:19]=[C:18]3[CH:25]=[CH:26][S:27][C:17]=23)[CH2:11][CH2:10]1)([CH3:4])([CH3:3])[CH3:2].[H][H]. (10) Given the product [CH3:24][S:21]([C:18]1[CH:19]=[CH:20][C:15]([CH2:14][N:7]2[C:8]3=[N:9][CH:10]=[CH:11][CH:12]=[C:13]3[C:5]([CH2:4][C:3]([OH:30])=[O:2])=[C:6]2[CH3:29])=[C:16]([C:25]([F:28])([F:27])[F:26])[CH:17]=1)(=[O:22])=[O:23], predict the reactants needed to synthesize it. The reactants are: C[O:2][C:3](=[O:30])[CH2:4][C:5]1[C:13]2[C:8](=[N:9][CH:10]=[CH:11][CH:12]=2)[N:7]([CH2:14][C:15]2[CH:20]=[CH:19][C:18]([S:21]([CH3:24])(=[O:23])=[O:22])=[CH:17][C:16]=2[C:25]([F:28])([F:27])[F:26])[C:6]=1[CH3:29].COC(=O)CC1C2C(=NC=CC=2)NC=1C.CCN(P1(N(C)CCCN1C)=NC(C)(C)C)CC.BrCC1C=CC(S(C)(=O)=O)=CC=1C(F)(F)F.